From a dataset of Reaction yield outcomes from USPTO patents with 853,638 reactions. Predict the reaction yield, written as a fraction of the theoretical maximum amount of product (1.0 means a 100% yield; for example, 0.34 means a 34% yield). (1) The reactants are N1CCCCC1.[CH3:7][O:8][C:9]1[C:53]([O:54][CH2:55][CH2:56][CH2:57][O:58][C:59]2[C:60]([O:86][CH3:87])=[CH:61][C:62]3[C:68](=[O:69])[N:67]4[CH:70]=[C:71](/[CH:73]=[CH:74]/[CH3:75])[CH2:72][C@H:66]4[C:65](=[O:76])[N:64]([CH2:77][O:78][CH2:79][CH2:80][Si:81]([CH3:84])([CH3:83])[CH3:82])[C:63]=3[CH:85]=2)=[CH:52][C:12]2[N:13]([CH2:44][O:45][CH2:46][CH2:47][Si:48]([CH3:51])([CH3:50])[CH3:49])[C:14](=[O:43])[C@@H:15]3[CH2:21][C:20](/[CH:22]=[CH:23]/[CH2:24][NH:25]C(=O)OCC4C5C=CC=CC=5C5C4=CC=CC=5)=[CH:19][N:16]3[C:17](=[O:18])[C:11]=2[CH:10]=1. The catalyst is CN(C=O)C. The product is [NH2:25][CH2:24]/[CH:23]=[CH:22]/[C:20]1[CH2:21][C@H:15]2[C:14](=[O:43])[N:13]([CH2:44][O:45][CH2:46][CH2:47][Si:48]([CH3:51])([CH3:50])[CH3:49])[C:12]3[CH:52]=[C:53]([O:54][CH2:55][CH2:56][CH2:57][O:58][C:59]4[C:60]([O:86][CH3:87])=[CH:61][C:62]5[C:68](=[O:69])[N:67]6[CH:70]=[C:71](/[CH:73]=[CH:74]/[CH3:75])[CH2:72][C@H:66]6[C:65](=[O:76])[N:64]([CH2:77][O:78][CH2:79][CH2:80][Si:81]([CH3:84])([CH3:83])[CH3:82])[C:63]=5[CH:85]=4)[C:9]([O:8][CH3:7])=[CH:10][C:11]=3[C:17](=[O:18])[N:16]2[CH:19]=1. The yield is 1.00. (2) The reactants are [Cl:1][C:2]1[CH:3]=[CH:4][C:5]([CH2:8][O:9][C:10]2[CH:15]=[CH:14][N+:13]([O-])=[CH:12][CH:11]=2)=[N:6][CH:7]=1.CC(OC(C)=O)=[O:19]. No catalyst specified. The product is [Cl:1][C:2]1[CH:3]=[CH:4][C:5]([CH2:8][O:9][C:10]2[CH:15]=[CH:14][NH:13][C:12](=[O:19])[CH:11]=2)=[N:6][CH:7]=1. The yield is 0.750. (3) The reactants are [NH:1]1[C:9]2[C:4](=[N:5][CH:6]=[C:7]([C:10]([OH:12])=[O:11])[CH:8]=2)[CH:3]=[CH:2]1.C(=O)([O-])[O-].[Cs+].[Cs+].[CH2:19](Br)[C:20]1[CH:25]=[CH:24][CH:23]=[CH:22][CH:21]=1. The catalyst is CN(C)C=O. The product is [NH:1]1[C:9]2[C:4](=[N:5][CH:6]=[C:7]([C:10]([O:12][CH2:19][C:20]3[CH:25]=[CH:24][CH:23]=[CH:22][CH:21]=3)=[O:11])[CH:8]=2)[CH:3]=[CH:2]1. The yield is 0.670. (4) The reactants are Br[C:2]1[CH:3]=[C:4]([CH2:8][N:9]2[CH2:14][CH2:13][N:12]([C:15]([O:17][C:18]([CH3:21])([CH3:20])[CH3:19])=[O:16])[C@@H:11]([CH3:22])[CH2:10]2)[CH:5]=[CH:6][CH:7]=1.[Li]CCCC.[B:28](OC)([O:31]C)[O:29]C.[NH4+].[Cl-]. The catalyst is C1COCC1.O. The product is [CH3:19][C:18]([O:17][C:15]([N:12]1[CH2:13][CH2:14][N:9]([CH2:8][C:4]2[CH:3]=[C:2]([B:28]([OH:31])[OH:29])[CH:7]=[CH:6][CH:5]=2)[CH2:10][C@@H:11]1[CH3:22])=[O:16])([CH3:21])[CH3:20]. The yield is 1.00. (5) The reactants are [CH3:1][N:2]([CH3:18])[CH:3]1[C:12]2[CH2:11][O:10][C:9]([C:13]#[N:14])=[CH:8][C:7]3=[CH:15][NH:16][CH:17]=[C:5]([C:6]=23)[CH2:4]1.[OH-:19].[Na+]. No catalyst specified. The product is [CH3:1][N:2]([CH3:18])[CH:3]1[C:12]2[CH2:11][O:10][C:9]([C:13]([NH2:14])=[O:19])=[CH:8][C:7]3=[CH:15][NH:16][CH:17]=[C:5]([C:6]=23)[CH2:4]1. The yield is 0.620. (6) The reactants are [C:1]([O:8][CH3:9])(=[O:7])[CH2:2][C:3]([O:5][CH3:6])=[O:4].[H-].[Na+].Br[CH2:13][C:14]1[CH:19]=[CH:18][C:17]([F:20])=[C:16]([Cl:21])[CH:15]=1. No catalyst specified. The product is [Cl:21][C:16]1[CH:15]=[C:14]([CH:19]=[CH:18][C:17]=1[F:20])[CH2:13][CH:2]([C:1]([O:8][CH3:9])=[O:7])[C:3]([O:5][CH3:6])=[O:4]. The yield is 0.750. (7) The reactants are C([O-])([O-])=O.[K+].[K+].[OH:7][C:8]1[CH:9]=[C:10]([CH:13]=[C:14]([OH:16])[CH:15]=1)[CH2:11][OH:12].[CH2:17](Cl)[C:18]#[CH:19].[CH3:21][C:22]([CH3:24])=O. No catalyst specified. The product is [CH2:17]([O:7][C:8]1[CH:9]=[C:10]([CH:13]=[C:14]([O:16][CH2:24][C:22]#[CH:21])[CH:15]=1)[CH2:11][OH:12])[C:18]#[CH:19]. The yield is 0.970. (8) The reactants are [N:1]1[CH:2]=[C:3]([CH2:10][C:11]2[CH:22]=[CH:21][C:14]3[N:15]=[C:16](S(C)=O)[S:17][C:13]=3[CH:12]=2)[N:4]2[C:9]=1[CH:8]=[CH:7][CH:6]=[N:5]2.Cl.[NH2:24][C@@H:25]1[CH2:30][CH2:29][CH2:28][CH2:27][C@H:26]1[OH:31].CCN(C(C)C)C(C)C.CN1C(=O)CCC1. The catalyst is O. The product is [N:1]1[CH:2]=[C:3]([CH2:10][C:11]2[CH:22]=[CH:21][C:14]3[N:15]=[C:16]([NH:24][C@@H:25]4[CH2:30][CH2:29][CH2:28][CH2:27][C@H:26]4[OH:31])[S:17][C:13]=3[CH:12]=2)[N:4]2[C:9]=1[CH:8]=[CH:7][CH:6]=[N:5]2. The yield is 0.270. (9) The reactants are [F:1][C:2]1[C:3]([O:15][CH3:16])=[CH:4][C:5]([N+:12]([O-:14])=[O:13])=[C:6]([NH:8]C(=O)C)[CH:7]=1. The catalyst is O.Cl.C(O)C. The product is [F:1][C:2]1[C:3]([O:15][CH3:16])=[CH:4][C:5]([N+:12]([O-:14])=[O:13])=[C:6]([CH:7]=1)[NH2:8]. The yield is 0.290. (10) The yield is 0.500. The reactants are [OH:1][C:2]1[CH:11]=[C:10]2[C:5]([C:6](=[O:23])[C:7]([CH3:22])=[C:8]([CH:12]3[CH2:17][CH2:16][N:15]([C:18](=[O:21])[CH2:19][CH3:20])[CH2:14][CH2:13]3)[O:9]2)=[CH:4][CH:3]=1.C1N2CN3CN(C2)CN1C3.[C:34](O)(=[O:36])C. No catalyst specified. The product is [OH:1][C:2]1[C:11]([CH:34]=[O:36])=[C:10]2[C:5]([C:6](=[O:23])[C:7]([CH3:22])=[C:8]([CH:12]3[CH2:17][CH2:16][N:15]([C:18](=[O:21])[CH2:19][CH3:20])[CH2:14][CH2:13]3)[O:9]2)=[CH:4][CH:3]=1.